Dataset: Peptide-MHC class I binding affinity with 185,985 pairs from IEDB/IMGT. Task: Regression. Given a peptide amino acid sequence and an MHC pseudo amino acid sequence, predict their binding affinity value. This is MHC class I binding data. (1) The peptide sequence is LLYQTFGRKL. The MHC is Patr-A0701 with pseudo-sequence Patr-A0701. The binding affinity (normalized) is 0.0515. (2) The MHC is HLA-A24:02 with pseudo-sequence HLA-A24:02. The peptide sequence is LWEKLCYLI. The binding affinity (normalized) is 0.264.